This data is from Reaction yield outcomes from USPTO patents with 853,638 reactions. The task is: Predict the reaction yield, written as a fraction of the theoretical maximum amount of product (1.0 means a 100% yield; for example, 0.34 means a 34% yield). (1) The reactants are [Cl:1][C:2]1[CH:9]=[CH:8][C:5](C#N)=[C:4]([NH:10][C:11]2[C:16]([Cl:17])=[CH:15][N:14]=[C:13](Cl)[CH:12]=2)[CH:3]=1.[CH3:19][C:20]1[CH:24]=[C:23]([NH2:25])[N:22]([CH:26]([CH3:28])[CH3:27])[N:21]=1.[C:29](=[O:32])([O-])[O-:30].[Cs+].[Cs+].C1C=CC(P(C2C(OC3C(P(C4C=CC=CC=4)C4C=CC=CC=4)=CC=CC=3)=CC=CC=2)C2C=CC=CC=2)=CC=1.[OH-].[Na+]. The catalyst is O1CCOCC1.C([O-])(=O)C.[Pd+2].C([O-])(=O)C. The product is [Cl:1][C:2]1[CH:9]=[CH:8][C:5]([C:29]([OH:30])=[O:32])=[C:4]([NH:10][C:11]2[C:16]([Cl:17])=[CH:15][N:14]=[C:13]([NH:25][C:23]3[N:22]([CH:26]([CH3:28])[CH3:27])[N:21]=[C:20]([CH3:19])[CH:24]=3)[CH:12]=2)[CH:3]=1. The yield is 0.0660. (2) The yield is 0.700. The reactants are [Cl:1][C:2]1[C:10]2[C:9]3[CH2:11][N:12]([CH2:21][C:22]([F:25])([F:24])[F:23])[C:13](=[O:20])[C@H:14]([CH2:16][C:17](O)=[O:18])[CH2:15][C:8]=3[CH:7]=[C:6]([Cl:26])[C:5]=2[NH:4][N:3]=1.C(N(CC)C(C)C)(C)C.CN(C(ON1N=NC2C=CC=CC1=2)=[N+](C)C)C.[B-](F)(F)(F)F.Cl.Cl.[NH:60]1[CH2:65][CH2:64][CH:63]([N:66]2[C:74]3[C:69](=[N:70][CH:71]=[CH:72][CH:73]=3)[NH:68][C:67]2=[O:75])[CH2:62][CH2:61]1. The product is [Cl:1][C:2]1[C:10]2[C:9]3[CH2:11][N:12]([CH2:21][C:22]([F:25])([F:23])[F:24])[C:13](=[O:20])[C@H:14]([CH2:16][C:17](=[O:18])[N:60]4[CH2:61][CH2:62][CH:63]([N:66]5[C:74]6[C:69](=[N:70][CH:71]=[CH:72][CH:73]=6)[NH:68][C:67]5=[O:75])[CH2:64][CH2:65]4)[CH2:15][C:8]=3[CH:7]=[C:6]([Cl:26])[C:5]=2[NH:4][N:3]=1. The catalyst is CN(C)C=O. (3) The reactants are [Cl:1][C:2]1[CH:7]=[C:6]([O:8][CH2:9][CH3:10])[CH:5]=[CH:4][N:3]=1.OS(O)(=O)=O.[Br:16]N1C(=O)CCC1=O. The catalyst is CC(=O)OCC. The product is [Br:16][C:5]1[C:6]([O:8][CH2:9][CH3:10])=[CH:7][C:2]([Cl:1])=[N:3][CH:4]=1. The yield is 0.400. (4) The reactants are [CH3:1][C:2]([CH3:25])([CH3:24])[CH2:3][N:4]1[C:8]2[N:9]=[C:10]([C:13]#[N:14])[N:11]=[CH:12][C:7]=2[CH:6]=[C:5]1[CH2:15][N:16]1[C:21](=[O:22])[CH2:20][NH:19][CH2:18][C:17]1=[O:23].[CH2:26]([S:30](Cl)(=[O:32])=[O:31])[CH2:27][CH2:28][CH3:29]. The catalyst is N1C=CC=CC=1.C(Cl)Cl. The product is [CH2:26]([S:30]([N:19]1[CH2:18][C:17](=[O:23])[N:16]([CH2:15][C:5]2[N:4]([CH2:3][C:2]([CH3:25])([CH3:24])[CH3:1])[C:8]3[N:9]=[C:10]([C:13]#[N:14])[N:11]=[CH:12][C:7]=3[CH:6]=2)[C:21](=[O:22])[CH2:20]1)(=[O:32])=[O:31])[CH2:27][CH2:28][CH3:29]. The yield is 0.720.